Dataset: Full USPTO retrosynthesis dataset with 1.9M reactions from patents (1976-2016). Task: Predict the reactants needed to synthesize the given product. (1) Given the product [NH2:69][C:67](=[O:68])[CH2:66][N:59]1[CH:58]=[CH:57][C:56]2[C:61](=[CH:62][CH:63]=[CH:64][C:55]=2[NH:54][C:9](=[O:11])[CH2:8][C:5]2[CH:6]=[CH:7][C:2]([Cl:1])=[C:3]([C:12]([F:15])([F:14])[F:13])[CH:4]=2)[C:60]1=[O:65], predict the reactants needed to synthesize it. The reactants are: [Cl:1][C:2]1[CH:7]=[CH:6][C:5]([CH2:8][C:9]([OH:11])=O)=[CH:4][C:3]=1[C:12]([F:15])([F:14])[F:13].F[P-](F)(F)(F)(F)F.C[N+](C)=C(N(C)C)ON1C2N=CC=CC=2N=N1.C(N(CC)C(C)C)(C)C.CN(C)C=O.[NH2:54][C:55]1[CH:64]=[CH:63][CH:62]=[C:61]2[C:56]=1[CH:57]=[CH:58][N:59]([CH2:66][C:67]([NH2:69])=[O:68])[C:60]2=[O:65]. (2) Given the product [ClH:53].[O:1]=[C:2]1[C:6]2([CH2:11][CH2:10][N:9]([CH2:12][CH2:13][CH2:14][N:15]3[C:23]4[C:18](=[CH:19][CH:20]=[CH:21][CH:22]=4)[C:17]4([CH2:25][CH2:24]4)[C:16]3=[O:26])[CH2:8][CH2:7]2)[N:5]([C:27]2[CH:28]=[CH:29][CH:30]=[CH:31][CH:32]=2)[CH2:4][N:3]1[CH2:33][C:34]1[CH:35]=[C:36]([CH:44]=[CH:45][CH:46]=1)[C:37]([OH:39])=[O:38], predict the reactants needed to synthesize it. The reactants are: [O:1]=[C:2]1[C:6]2([CH2:11][CH2:10][N:9]([CH2:12][CH2:13][CH2:14][N:15]3[C:23]4[C:18](=[CH:19][CH:20]=[CH:21][CH:22]=4)[C:17]4([CH2:25][CH2:24]4)[C:16]3=[O:26])[CH2:8][CH2:7]2)[N:5]([C:27]2[CH:32]=[CH:31][CH:30]=[CH:29][CH:28]=2)[CH2:4][N:3]1[CH2:33][C:34]1[CH:35]=[C:36]([CH:44]=[CH:45][CH:46]=1)[C:37]([O:39]C(C)(C)C)=[O:38].C(O)=O.C([O-])=O.[ClH:53]. (3) Given the product [CH3:25][C:26]([OH:27])([CH3:29])[CH2:28][N:1]1[C:9]2[C:4](=[CH:5][C:6]([B:10]3[O:11][C:12]([CH3:13])([CH3:14])[C:15]([CH3:17])([CH3:16])[O:18]3)=[CH:7][CH:8]=2)[CH:3]=[N:2]1.[CH3:25][C:26]([OH:27])([CH3:29])[CH2:28][N:2]1[CH:3]=[C:4]2[C:9]([CH:8]=[CH:7][C:6]([B:10]3[O:11][C:12]([CH3:13])([CH3:14])[C:15]([CH3:17])([CH3:16])[O:18]3)=[CH:5]2)=[N:1]1, predict the reactants needed to synthesize it. The reactants are: [NH:1]1[C:9]2[C:4](=[CH:5][C:6]([B:10]3[O:18][C:15]([CH3:17])([CH3:16])[C:12]([CH3:14])([CH3:13])[O:11]3)=[CH:7][CH:8]=2)[CH:3]=[N:2]1.C([O-])([O-])=O.[K+].[K+].[CH3:25][C:26]1([CH3:29])[CH2:28][O:27]1. (4) Given the product [ClH:22].[ClH:22].[NH:9]([CH:10]1[CH2:11][CH2:12][N:13]([C:16]([O:18][CH:19]([CH3:21])[CH3:20])=[O:17])[CH2:14][CH2:15]1)[NH2:8], predict the reactants needed to synthesize it. The reactants are: C(OC([NH:8][NH:9][CH:10]1[CH2:15][CH2:14][N:13]([C:16]([O:18][CH:19]([CH3:21])[CH3:20])=[O:17])[CH2:12][CH2:11]1)=O)(C)(C)C.[ClH:22].O1CCOCC1.CCCCCCC. (5) Given the product [O:1]1[CH:5]=[CH:4][N:3]=[C:2]1[C@H:6]([NH:8][C:9]([C:11]1[C:19]2[C:14](=[N:15][CH:16]=[C:17]([C:20]3[N:21]=[CH:22][N:23]4[CH:28]=[C:27]([F:29])[CH:26]=[CH:25][C:24]=34)[N:18]=2)[NH:13][CH:12]=1)=[O:10])[CH3:7], predict the reactants needed to synthesize it. The reactants are: [O:1]1[CH:5]=[CH:4][N:3]=[C:2]1[C@H:6]([NH:8][C:9]([C:11]1[C:19]2[C:14](=[N:15][CH:16]=[C:17]([C:20]3[N:21]=[CH:22][N:23]4[CH:28]=[C:27]([F:29])[CH:26]=[CH:25][C:24]=34)[N:18]=2)[N:13](COCC[Si](C)(C)C)[CH:12]=1)=[O:10])[CH3:7].FC(F)(F)C(O)=O.C(N)CN. (6) Given the product [CH:3]1([O:8][C:10]2[CH:17]=[CH:16][C:13]([C:14]#[N:15])=[CH:12][CH:11]=2)[CH2:7][CH2:6][CH2:5][CH2:4]1, predict the reactants needed to synthesize it. The reactants are: [H-].[Na+].[CH:3]1([OH:8])[CH2:7][CH2:6][CH2:5][CH2:4]1.F[C:10]1[CH:17]=[CH:16][C:13]([C:14]#[N:15])=[CH:12][CH:11]=1.